Dataset: Full USPTO retrosynthesis dataset with 1.9M reactions from patents (1976-2016). Task: Predict the reactants needed to synthesize the given product. (1) Given the product [Cl:8][C:7]1[C:2]([S:10][CH2:16][C:15]2[CH:18]=[C:19]([CH3:22])[CH:20]=[CH:21][C:14]=2[CH3:13])=[N+:3]([O-:9])[CH:4]=[CH:5][CH:6]=1, predict the reactants needed to synthesize it. The reactants are: Cl[C:2]1[C:7]([Cl:8])=[CH:6][CH:5]=[CH:4][N+:3]=1[O-:9].[S-2:10].[Na+].[Na+].[CH3:13][C:14]1[CH:21]=[CH:20][C:19]([CH3:22])=[CH:18][C:15]=1[CH2:16]Cl. (2) Given the product [Cl:1][CH2:2][CH2:3][C:4]([O:13][C:12]1[CH:11]=[CH:10][C:9]([CH3:14])=[CH:8][CH:7]=1)=[O:5], predict the reactants needed to synthesize it. The reactants are: [Cl:1][CH2:2][CH2:3][C:4](Cl)=[O:5].[CH:7]1[C:12]([OH:13])=[CH:11][CH:10]=[C:9]([CH3:14])[CH:8]=1.N1C=CC=CC=1. (3) Given the product [CH3:21][O:22][CH2:23][O:10][CH2:9][C:6]1[CH:7]2[CH2:8][CH:3]([CH2:4][CH:5]=1)[C:2]2([CH3:11])[CH3:1], predict the reactants needed to synthesize it. The reactants are: [CH3:1][C:2]1([CH3:11])[CH:7]2[CH2:8][CH:3]1[CH2:4][CH:5]=[C:6]2[CH2:9][OH:10].C(N(C(C)C)CC)(C)C.[CH3:21][O:22][CH2:23]Cl.C(=O)([O-])O.[Na+]. (4) Given the product [C:12]([O:11][C:9](=[O:10])[CH2:8][C:6]1([CH2:30][N+:27]([O-:29])=[O:28])[CH2:7][CH:1]2[CH:5]1[CH:4]=[CH:3][CH2:2]2)([CH3:15])([CH3:14])[CH3:13], predict the reactants needed to synthesize it. The reactants are: [CH:1]12[CH2:7][C:6](=[CH:8][C:9]([O:11][C:12]([CH3:15])([CH3:14])[CH3:13])=[O:10])[CH:5]1[CH:4]=[CH:3][CH2:2]2.N12CCCN=C1CCCCC2.[N+:27]([CH3:30])([O-:29])=[O:28]. (5) Given the product [Br:25][CH2:48][C:46]1[C:45]([O:50][CH3:51])=[CH:44][C:35]2[C@@H:36]([C:38]3[CH:43]=[CH:42][CH:41]=[CH:40][CH:39]=3)[NH:37][C@@:31]([CH2:27][CH2:28][CH2:29][CH3:30])([CH2:54][CH3:55])[CH2:32][S:33](=[O:52])(=[O:53])[C:34]=2[CH:47]=1, predict the reactants needed to synthesize it. The reactants are: N1C=CN=C1.C1(P(C2C=CC=CC=2)C2C=CC=CC=2)C=CC=CC=1.[Br:25]Br.[CH2:27]([C@@:31]1([CH2:54][CH3:55])[NH:37][C@H:36]([C:38]2[CH:43]=[CH:42][CH:41]=[CH:40][CH:39]=2)[C:35]2[CH:44]=[C:45]([O:50][CH3:51])[C:46]([CH2:48]O)=[CH:47][C:34]=2[S:33](=[O:53])(=[O:52])[CH2:32]1)[CH2:28][CH2:29][CH3:30].[O-]S([O-])=O.[Na+].[Na+]. (6) Given the product [P:1]([O:21][CH3:22])([O:19][CH3:20])([O:3][C:4]([C:8]1[C:16]2[C:11](=[CH:12][C:13]([O:17][CH3:18])=[CH:14][CH:15]=2)[N:10]([CH2:24][C:25](=[O:31])[C:26]([CH3:30])([CH3:29])[CH2:27][CH3:28])[N:9]=1)=[C:5]([CH3:7])[CH3:6])=[O:2], predict the reactants needed to synthesize it. The reactants are: [P:1]([O:21][CH3:22])([O:19][CH3:20])([O:3][C:4]([C:8]1[C:16]2[C:11](=[CH:12][C:13]([O:17][CH3:18])=[CH:14][CH:15]=2)[NH:10][N:9]=1)=[C:5]([CH3:7])[CH3:6])=[O:2].Br[CH2:24][C:25](=[O:31])[C:26]([CH3:30])([CH3:29])[CH2:27][CH3:28]. (7) Given the product [CH3:1][N:2]([C:11]1[CH:12]=[N:13][CH:14]=[CH:15][CH:16]=1)[C:3]1[N:4]=[CH:5][CH:6]=[CH:7][C:8]=1[CH:9]=[O:10], predict the reactants needed to synthesize it. The reactants are: [CH3:1][N:2]([C:11]1[CH:12]=[N:13][CH:14]=[CH:15][CH:16]=1)[C:3]1[C:8]([CH2:9][OH:10])=[CH:7][CH:6]=[CH:5][N:4]=1.CC(OI1(OC(C)=O)(OC(C)=O)OC(=O)C2C=CC=CC1=2)=O.S([O-])([O-])(=O)=S.[Na+].[Na+].C(=O)(O)[O-].[Na+]. (8) Given the product [CH2:33]([N:30]([CH2:31][CH3:32])[CH2:29][CH2:28][O:27][C:22]1[CH:21]=[C:20]2[C:25]([CH:26]=[C:18]([C:12]3[C:11]4[C:15](=[CH:16][CH:17]=[C:9]([OH:8])[CH:10]=4)[NH:14][N:13]=3)[NH:19]2)=[CH:24][CH:23]=1)[CH3:34], predict the reactants needed to synthesize it. The reactants are: C([O:8][C:9]1[CH:10]=[C:11]2[C:15](=[CH:16][CH:17]=1)[NH:14][N:13]=[C:12]2[C:18]1[NH:19][C:20]2[C:25]([CH:26]=1)=[CH:24][CH:23]=[C:22]([O:27][CH2:28][CH2:29][N:30]([CH2:33][CH3:34])[CH2:31][CH3:32])[CH:21]=2)C1C=CC=CC=1.C([O-])=O.[NH4+]. (9) Given the product [Cl:1][C:2]1[CH:7]=[CH:6][C:5]([CH:8]2[CH2:13][CH2:12][N:11]([CH2:19][CH3:20])[CH2:10][CH2:9]2)=[CH:4][C:3]=1[C:14]([F:17])([F:15])[F:16], predict the reactants needed to synthesize it. The reactants are: [Cl:1][C:2]1[CH:7]=[CH:6][C:5]([CH:8]2[CH2:13][CH2:12][NH:11][CH2:10][CH2:9]2)=[CH:4][C:3]=1[C:14]([F:17])([F:16])[F:15].I[CH2:19][CH3:20]. (10) Given the product [OH:1][C:2]1[C:3]([C:24]([NH:26][CH2:27][C:28]([OH:30])=[O:29])=[O:25])=[C:4]2[C:9](=[CH:10][C:11]=1[C:12]1[CH:13]=[CH:14][CH:15]=[CH:16][CH:17]=1)[N:8]=[C:7]([C:18]1[CH:23]=[CH:22][CH:21]=[CH:20][CH:19]=1)[CH:6]=[N:5]2, predict the reactants needed to synthesize it. The reactants are: [OH:1][C:2]1[C:3]([C:24]([NH:26][CH2:27][C:28]([O:30]CC)=[O:29])=[O:25])=[C:4]2[C:9](=[CH:10][C:11]=1[C:12]1[CH:17]=[CH:16][CH:15]=[CH:14][CH:13]=1)[N:8]=[C:7]([C:18]1[CH:23]=[CH:22][CH:21]=[CH:20][CH:19]=1)[CH:6]=[N:5]2.[OH-].[Na+].